From a dataset of Full USPTO retrosynthesis dataset with 1.9M reactions from patents (1976-2016). Predict the reactants needed to synthesize the given product. (1) Given the product [NH2:1][C:2]1[N:7]=[CH:6][N:5]=[C:4]2[N:8]([CH2:12][C:13]3[O:14][C:15]4[C:20]([C:21](=[O:29])[C:22]=3[C:23]3[CH:28]=[CH:27][CH:26]=[CH:25][CH:24]=3)=[CH:19][CH:18]=[CH:17][CH:16]=4)[N:9]=[C:10]([C:43]3[CH:44]=[C:45]4[C:40]([C:39]([CH3:55])=[N:38][NH:37]4)=[CH:41][CH:42]=3)[C:3]=12, predict the reactants needed to synthesize it. The reactants are: [NH2:1][C:2]1[N:7]=[CH:6][N:5]=[C:4]2[N:8]([CH2:12][C:13]3[O:14][C:15]4[C:20]([C:21](=[O:29])[C:22]=3[C:23]3[CH:28]=[CH:27][CH:26]=[CH:25][CH:24]=3)=[CH:19][CH:18]=[CH:17][CH:16]=4)[N:9]=[C:10](I)[C:3]=12.C([N:37]1[C:45]2[C:40](=[CH:41][CH:42]=[C:43](B3OC(C)(C)C(C)(C)O3)[CH:44]=2)[C:39]([CH3:55])=[N:38]1)(OC(C)(C)C)=O.C(=O)([O-])[O-].[Na+].[Na+].ClCCl. (2) Given the product [F:7][CH2:8][CH2:9][O:10][CH:11]1[C:15](=[O:2])[N:14]([C:16]([O:18][C:19]([CH3:22])([CH3:21])[CH3:20])=[O:17])[CH:13]([C:23]([O:25][CH3:26])=[O:24])[CH2:12]1, predict the reactants needed to synthesize it. The reactants are: I([O-])(=O)(=O)=[O:2].[Na+].[F:7][CH2:8][CH2:9][O:10][CH:11]1[CH2:15][N:14]([C:16]([O:18][C:19]([CH3:22])([CH3:21])[CH3:20])=[O:17])[CH:13]([C:23]([O:25][CH3:26])=[O:24])[CH2:12]1. (3) Given the product [CH:43]1([C:2]2[C:6](=[O:7])[O:5][CH2:4][C:3]=2[N:8]2[CH2:12][CH2:11][C:10]3([CH2:17][CH2:16][N:15]([C:18]([O:20][C:21]([CH3:24])([CH3:23])[CH3:22])=[O:19])[CH2:14][CH2:13]3)[C:9]2=[O:25])[CH2:44][CH2:39]1, predict the reactants needed to synthesize it. The reactants are: Br[C:2]1[C:6](=[O:7])[O:5][CH2:4][C:3]=1[N:8]1[CH2:12][CH2:11][C:10]2([CH2:17][CH2:16][N:15]([C:18]([O:20][C:21]([CH3:24])([CH3:23])[CH3:22])=[O:19])[CH2:14][CH2:13]2)[C:9]1=[O:25].C1(P([CH:39]2[CH2:44][CH2:43]CCC2)C2CCCCC2)CCCCC1.C1(B(O)O)CC1.P([O-])([O-])([O-])=O.[K+].[K+].[K+]. (4) Given the product [CH3:15][C:4]1[CH:5]=[C:6]([O:8][CH2:9][C:10]2([CH3:14])[CH2:11][O:12][CH2:13]2)[CH:7]=[C:2]([CH3:1])[C:3]=1[C:16]1[CH:21]=[CH:20][CH:19]=[C:18]([CH2:22][O:23][C:24]2[CH:29]=[CH:28][C:27]([C:30]3([CH2:34][C:35]([OH:37])=[O:36])[CH2:33][O:32][CH2:31]3)=[CH:26][CH:25]=2)[CH:17]=1, predict the reactants needed to synthesize it. The reactants are: [CH3:1][C:2]1[CH:7]=[C:6]([O:8][CH2:9][C:10]2([CH3:14])[CH2:13][O:12][CH2:11]2)[CH:5]=[C:4]([CH3:15])[C:3]=1[C:16]1[CH:21]=[CH:20][CH:19]=[C:18]([CH2:22][O:23][C:24]2[CH:29]=[CH:28][C:27]([C:30]3([CH2:34][C:35]([O:37]CC)=[O:36])[CH2:33][O:32][CH2:31]3)=[CH:26][CH:25]=2)[CH:17]=1. (5) Given the product [CH2:2]([O:9][C:10](=[O:17])[NH:11][CH2:12][CH2:13][C:14]1[NH:15][C:28](=[O:29])[CH:27]=[C:26]([C:23]2[CH:24]=[CH:25][N:20]=[CH:21][N:22]=2)[N:16]=1)[C:3]1[CH:4]=[CH:5][CH:6]=[CH:7][CH:8]=1, predict the reactants needed to synthesize it. The reactants are: Cl.[CH2:2]([O:9][C:10](=[O:17])[NH:11][CH2:12][CH2:13][C:14](=[NH:16])[NH2:15])[C:3]1[CH:8]=[CH:7][CH:6]=[CH:5][CH:4]=1.[OH-].[Na+].[N:20]1[CH:25]=[CH:24][C:23]([C:26](=O)[CH2:27][C:28](OCC)=[O:29])=[N:22][CH:21]=1.